Task: Predict the reactants needed to synthesize the given product.. Dataset: Full USPTO retrosynthesis dataset with 1.9M reactions from patents (1976-2016) Given the product [CH3:1][O:19][C:13]1[C:14]([N+:16]([O-:18])=[O:17])=[N:15][C:10]([CH3:9])=[CH:11][CH:12]=1, predict the reactants needed to synthesize it. The reactants are: [C:1](=O)([O-])[O-].[K+].[K+].CI.[CH3:9][C:10]1[N:15]=[C:14]([N+:16]([O-:18])=[O:17])[C:13]([OH:19])=[CH:12][CH:11]=1.C(OC(=O)C)C.